This data is from Full USPTO retrosynthesis dataset with 1.9M reactions from patents (1976-2016). The task is: Predict the reactants needed to synthesize the given product. (1) Given the product [Br:23][C:24]1[CH:25]=[CH:26][C:27]([C:30](=[O:35])[C:31]([O:33][CH3:34])=[O:32])=[CH:28][CH:29]=1, predict the reactants needed to synthesize it. The reactants are: CC(OI1(OC(C)=O)(OC(C)=O)OC(=O)C2C=CC=CC1=2)=O.[Br:23][C:24]1[CH:29]=[CH:28][C:27]([CH:30]([OH:35])[C:31]([O:33][CH3:34])=[O:32])=[CH:26][CH:25]=1. (2) Given the product [CH2:1]([O:3][C:4](=[O:12])[C:5]1[CH:10]=[CH:9][C:8]([N:13]2[CH2:18][CH2:17][CH:16]([OH:19])[CH2:15][CH2:14]2)=[CH:7][CH:6]=1)[CH3:2], predict the reactants needed to synthesize it. The reactants are: [CH2:1]([O:3][C:4](=[O:12])[C:5]1[CH:10]=[CH:9][C:8](F)=[CH:7][CH:6]=1)[CH3:2].[NH:13]1[CH2:18][CH2:17][CH:16]([OH:19])[CH2:15][CH2:14]1.C(=O)([O-])[O-].[K+].[K+].O.